Dataset: Full USPTO retrosynthesis dataset with 1.9M reactions from patents (1976-2016). Task: Predict the reactants needed to synthesize the given product. Given the product [NH2:25][C:22]1[CH:23]=[CH:24][C:19]([N:4]2[C:5]3=[N:6][CH:7]=[N:8][C:9]([NH:11][C:12](=[O:18])[O:13][C:14]([CH3:15])([CH3:16])[CH3:17])=[C:10]3[C:2]([I:1])=[N:3]2)=[N:20][CH:21]=1, predict the reactants needed to synthesize it. The reactants are: [I:1][C:2]1[C:10]2[C:5](=[N:6][CH:7]=[N:8][C:9]=2[NH:11][C:12](=[O:18])[O:13][C:14]([CH3:17])([CH3:16])[CH3:15])[N:4]([C:19]2[CH:24]=[CH:23][C:22]([N+:25]([O-])=O)=[CH:21][N:20]=2)[N:3]=1.[NH4+].[Cl-].